From a dataset of Full USPTO retrosynthesis dataset with 1.9M reactions from patents (1976-2016). Predict the reactants needed to synthesize the given product. (1) Given the product [Br:21][C:14]1[C:13]([CH3:19])=[C:12]2[C:17]([C:8]([C:5]3[CH:6]=[CH:7][C:2]([F:1])=[CH:3][CH:4]=3)=[CH:9][C:10](=[O:20])[O:11]2)=[CH:16][CH:15]=1, predict the reactants needed to synthesize it. The reactants are: [F:1][C:2]1[CH:7]=[CH:6][C:5]([C:8]2[C:17]3[C:12](=[C:13]([CH3:19])[C:14](O)=[CH:15][CH:16]=3)[O:11][C:10](=[O:20])[CH:9]=2)=[CH:4][CH:3]=1.[Br-:21].[Br-].C1(P(C2C=CC=CC=2)C2C=CC=CC=2)C=CC=CC=1. (2) Given the product [Br:44][C:4]1[CH:3]=[C:2]([Cl:1])[CH:7]=[CH:6][C:5]=1[C:8]1[NH:12][C:11]2[CH:23]=[CH:24][CH:25]=[CH:26][C:10]=2[N:9]=1, predict the reactants needed to synthesize it. The reactants are: [Cl:1][C:2]1[CH:7]=[CH:6][C:5]([C:8]2[N:12](CC3C=C(C=CC=3)C(O)=O)[C:11]3[CH:23]=[C:24](F)[C:25](F)=[CH:26][C:10]=3[N:9]=2)=[C:4](OCC2CCCC2)[CH:3]=1.C1(N)C(N)=CC=CC=1.[Br:44]C1C=C(Cl)C=CC=1C(O)=O. (3) The reactants are: [CH2:1]([C:8]1[CH:9]=[C:10]2[C:15](=[CH:16][C:17]=1[Cl:18])[N:14]=[C:13]([N:19]1[CH:23]=[C:22]([C:24]([O:26]CC)=[O:25])[CH:21]=[N:20]1)[NH:12][C:11]2=O)[C:2]1[CH:7]=[CH:6][CH:5]=[CH:4][CH:3]=1.[CH:30]1([NH2:33])[CH2:32][CH2:31]1. Given the product [CH2:1]([C:8]1[CH:9]=[C:10]2[C:15](=[CH:16][C:17]=1[Cl:18])[N:14]=[C:13]([N:19]1[CH:23]=[C:22]([C:24]([OH:26])=[O:25])[CH:21]=[N:20]1)[N:12]=[C:11]2[NH:33][CH:30]1[CH2:32][CH2:31]1)[C:2]1[CH:3]=[CH:4][CH:5]=[CH:6][CH:7]=1, predict the reactants needed to synthesize it. (4) Given the product [C:1]([O:5][C:6]([N:8]([CH3:14])[C@@H:9]([CH3:13])[C:10]([NH:29][C@@H:30]([C:67]([CH3:68])([CH3:70])[CH3:69])[C:31]([N:33]1[C@H:42]([C:43]([N:45]([CH2:56][C:57]2[CH:58]=[CH:59][C:60]([C:61]([O:63][CH3:64])=[O:62])=[CH:65][CH:66]=2)[C@@H:46]([C:48]2[CH:53]=[CH:52][CH:51]=[C:50]([O:54][CH3:55])[CH:49]=2)[CH3:47])=[O:44])[CH2:41][C:40]2[C:35](=[CH:36][CH:37]=[CH:38][CH:39]=2)[CH2:34]1)=[O:32])=[O:12])=[O:7])([CH3:2])([CH3:3])[CH3:4], predict the reactants needed to synthesize it. The reactants are: [C:1]([O:5][C:6]([N:8]([CH3:14])[C@@H:9]([CH3:13])[C:10]([OH:12])=O)=[O:7])([CH3:4])([CH3:3])[CH3:2].C(Cl)CCl.N1C2C(=NC=CC=2)N(O)N=1.[NH2:29][C@@H:30]([C:67]([CH3:70])([CH3:69])[CH3:68])[C:31]([N:33]1[C@H:42]([C:43]([N:45]([CH2:56][C:57]2[CH:66]=[CH:65][C:60]([C:61]([O:63][CH3:64])=[O:62])=[CH:59][CH:58]=2)[C@@H:46]([C:48]2[CH:53]=[CH:52][CH:51]=[C:50]([O:54][CH3:55])[CH:49]=2)[CH3:47])=[O:44])[CH2:41][C:40]2[C:35](=[CH:36][CH:37]=[CH:38][CH:39]=2)[CH2:34]1)=[O:32].C(O)(C(F)(F)F)=O.CN1CCOCC1.